Dataset: Forward reaction prediction with 1.9M reactions from USPTO patents (1976-2016). Task: Predict the product of the given reaction. (1) Given the reactants Br[C:2]1[CH:3]=[C:4]([C:8]2[O:9][CH:10]=[C:11]([C:13]3[CH:18]=[CH:17][CH:16]=[CH:15][N:14]=3)[N:12]=2)[CH:5]=[CH:6][CH:7]=1.[CH3:19][N:20](C)C=O, predict the reaction product. The product is: [C:19]([C:2]1[CH:3]=[C:4]([C:8]2[O:9][CH:10]=[C:11]([C:13]3[CH:18]=[CH:17][CH:16]=[CH:15][N:14]=3)[N:12]=2)[CH:5]=[CH:6][CH:7]=1)#[N:20]. (2) Given the reactants [CH3:1][O:2][C:3]1[CH:4]=[C:5]([CH:30]=[CH:31][C:32]=1[O:33][CH2:34][C:35]1[CH:36]=[N:37][C:38]([O:41][CH3:42])=[CH:39][CH:40]=1)[CH2:6][N:7]1[C:11]2[CH:12]=[CH:13][C:14]([N:16]3[CH2:21][CH2:20][CH:19]([NH:22]C(=O)OC(C)(C)C)[CH2:18][CH2:17]3)=[CH:15][C:10]=2[N:9]=[CH:8]1.FC(F)(F)C(O)=O, predict the reaction product. The product is: [CH3:1][O:2][C:3]1[CH:4]=[C:5]([CH:30]=[CH:31][C:32]=1[O:33][CH2:34][C:35]1[CH:36]=[N:37][C:38]([O:41][CH3:42])=[CH:39][CH:40]=1)[CH2:6][N:7]1[C:11]2[CH:12]=[CH:13][C:14]([N:16]3[CH2:21][CH2:20][CH:19]([NH2:22])[CH2:18][CH2:17]3)=[CH:15][C:10]=2[N:9]=[CH:8]1.